From a dataset of NCI-60 drug combinations with 297,098 pairs across 59 cell lines. Regression. Given two drug SMILES strings and cell line genomic features, predict the synergy score measuring deviation from expected non-interaction effect. (1) Drug 1: CCN(CC)CCNC(=O)C1=C(NC(=C1C)C=C2C3=C(C=CC(=C3)F)NC2=O)C. Drug 2: CC1=C(C(=O)C2=C(C1=O)N3CC4C(C3(C2COC(=O)N)OC)N4)N. Cell line: ACHN. Synergy scores: CSS=42.5, Synergy_ZIP=-1.57, Synergy_Bliss=1.30, Synergy_Loewe=-16.4, Synergy_HSA=-2.17. (2) Drug 1: CCC1(CC2CC(C3=C(CCN(C2)C1)C4=CC=CC=C4N3)(C5=C(C=C6C(=C5)C78CCN9C7C(C=CC9)(C(C(C8N6C=O)(C(=O)OC)O)OC(=O)C)CC)OC)C(=O)OC)O.OS(=O)(=O)O. Drug 2: COCCOC1=C(C=C2C(=C1)C(=NC=N2)NC3=CC=CC(=C3)C#C)OCCOC.Cl. Cell line: UACC62. Synergy scores: CSS=21.6, Synergy_ZIP=-7.19, Synergy_Bliss=1.41, Synergy_Loewe=-10.6, Synergy_HSA=-0.998. (3) Drug 1: C1=CC(=CC=C1CC(C(=O)O)N)N(CCCl)CCCl.Cl. Drug 2: CCC1=C2CN3C(=CC4=C(C3=O)COC(=O)C4(CC)O)C2=NC5=C1C=C(C=C5)O. Cell line: TK-10. Synergy scores: CSS=14.1, Synergy_ZIP=-4.23, Synergy_Bliss=3.64, Synergy_Loewe=-8.83, Synergy_HSA=1.66. (4) Drug 1: CC12CCC(CC1=CCC3C2CCC4(C3CC=C4C5=CN=CC=C5)C)O. Drug 2: C1=CC=C(C=C1)NC(=O)CCCCCCC(=O)NO. Cell line: U251. Synergy scores: CSS=9.76, Synergy_ZIP=-6.42, Synergy_Bliss=-7.30, Synergy_Loewe=-13.4, Synergy_HSA=-6.70. (5) Drug 1: CC12CCC(CC1=CCC3C2CCC4(C3CC=C4C5=CN=CC=C5)C)O. Drug 2: B(C(CC(C)C)NC(=O)C(CC1=CC=CC=C1)NC(=O)C2=NC=CN=C2)(O)O. Cell line: SNB-19. Synergy scores: CSS=-1.19, Synergy_ZIP=-0.587, Synergy_Bliss=-1.61, Synergy_Loewe=-0.592, Synergy_HSA=-1.08. (6) Drug 1: C1=NC(=NC(=O)N1C2C(C(C(O2)CO)O)O)N. Drug 2: CC1C(C(CC(O1)OC2CC(CC3=C2C(=C4C(=C3O)C(=O)C5=CC=CC=C5C4=O)O)(C(=O)C)O)N)O. Cell line: ACHN. Synergy scores: CSS=73.8, Synergy_ZIP=0.0786, Synergy_Bliss=4.62, Synergy_Loewe=2.90, Synergy_HSA=8.14. (7) Drug 2: CCC1=C2CN3C(=CC4=C(C3=O)COC(=O)C4(CC)O)C2=NC5=C1C=C(C=C5)O. Drug 1: CCC(=C(C1=CC=CC=C1)C2=CC=C(C=C2)OCCN(C)C)C3=CC=CC=C3.C(C(=O)O)C(CC(=O)O)(C(=O)O)O. Cell line: SN12C. Synergy scores: CSS=39.0, Synergy_ZIP=2.00, Synergy_Bliss=2.35, Synergy_Loewe=-29.8, Synergy_HSA=-1.20. (8) Drug 1: CC1CCC2CC(C(=CC=CC=CC(CC(C(=O)C(C(C(=CC(C(=O)CC(OC(=O)C3CCCCN3C(=O)C(=O)C1(O2)O)C(C)CC4CCC(C(C4)OC)OCCO)C)C)O)OC)C)C)C)OC. Drug 2: CC(C)NC(=O)C1=CC=C(C=C1)CNNC.Cl. Cell line: RXF 393. Synergy scores: CSS=-1.47, Synergy_ZIP=1.62, Synergy_Bliss=1.58, Synergy_Loewe=-2.56, Synergy_HSA=-0.829.